This data is from Reaction yield outcomes from USPTO patents with 853,638 reactions. The task is: Predict the reaction yield, written as a fraction of the theoretical maximum amount of product (1.0 means a 100% yield; for example, 0.34 means a 34% yield). The reactants are [F:1][C:2]1[CH:14]=[CH:13][C:12]2[C:11]3[C:6](=[CH:7][CH:8]=[C:9]([F:15])[CH:10]=3)[NH:5][C:4]=2[CH:3]=1.[OH-].[K+].[CH2:18]([CH:20]1[O:22][CH2:21]1)Br. The catalyst is CN(C)C=O. The product is [F:1][C:2]1[CH:14]=[CH:13][C:12]2[C:11]3[C:6](=[CH:7][CH:8]=[C:9]([F:15])[CH:10]=3)[N:5]([CH2:18][CH:20]3[CH2:21][O:22]3)[C:4]=2[CH:3]=1. The yield is 0.940.